From a dataset of Forward reaction prediction with 1.9M reactions from USPTO patents (1976-2016). Predict the product of the given reaction. Given the reactants [O:1]([CH:8]1[CH2:13][CH2:12][C:11](=O)[CH2:10][CH2:9]1)[C:2]1[CH:7]=[CH:6][CH:5]=[CH:4][CH:3]=1.[O:15]=[C:16]([NH:31][CH2:32][C:33](=O)[NH:34][C@@H:35]1[CH2:39]CNC1)[CH2:17][NH:18][C:19](=[O:30])[C:20]1[CH:25]=[CH:24][CH:23]=[C:22]([C:26]([F:29])([F:28])[F:27])[CH:21]=1.[BH-](OC(C)=O)(OC(C)=O)OC(C)=O.[Na+], predict the reaction product. The product is: [O:15]=[C:16]([NH:31][C@@H:32]1[CH2:39][CH2:35][N:34]([CH:11]2[CH2:12][CH2:13][CH:8]([O:1][C:2]3[CH:7]=[CH:6][CH:5]=[CH:4][CH:3]=3)[CH2:9][CH2:10]2)[CH2:33]1)[CH2:17][NH:18][C:19](=[O:30])[C:20]1[CH:25]=[CH:24][CH:23]=[C:22]([C:26]([F:29])([F:28])[F:27])[CH:21]=1.